This data is from Full USPTO retrosynthesis dataset with 1.9M reactions from patents (1976-2016). The task is: Predict the reactants needed to synthesize the given product. (1) Given the product [Br:19][CH2:2][CH2:3][O:4][CH2:5][CH2:6][N:7]1[C:15](=[O:16])[C:14]2[C:9](=[CH:10][CH:11]=[CH:12][CH:13]=2)[C:8]1=[O:17], predict the reactants needed to synthesize it. The reactants are: O[CH2:2][CH2:3][O:4][CH2:5][CH2:6][N:7]1[C:15](=[O:16])[C:14]2[C:9](=[CH:10][CH:11]=[CH:12][CH:13]=2)[C:8]1=[O:17].C(Br)(Br)(Br)[Br:19].C1(P(C2C=CC=CC=2)C2C=CC=CC=2)C=CC=CC=1. (2) The reactants are: [H-].[H-].[H-].[H-].[Li+].[Al+3].[CH3:7][C:8]1([CH3:26])[C:13](=[O:14])[O:12][CH2:11][C:10]([CH3:16])([CH3:15])[N:9]1[O:17][CH:18]([C:20]1[CH:25]=[CH:24][CH:23]=[CH:22][CH:21]=1)[CH3:19].[NH4+].[Cl-].CCOC(C)=O. Given the product [OH:14][CH2:13][C:8]([N:9]([O:17][CH:18]([C:20]1[CH:21]=[CH:22][CH:23]=[CH:24][CH:25]=1)[CH3:19])[C:10]([CH3:15])([CH3:16])[CH2:11][OH:12])([CH3:7])[CH3:26], predict the reactants needed to synthesize it.